This data is from Full USPTO retrosynthesis dataset with 1.9M reactions from patents (1976-2016). The task is: Predict the reactants needed to synthesize the given product. Given the product [CH2:1]([C:3]1[CH:8]=[C:7]([CH3:9])[CH:6]=[C:5]([CH2:10][CH3:11])[C:4]=1[C:12](=[O:24])[C:13]([N:15]([CH3:29])[N:16]=[CH:17][C:18]1[CH:19]=[CH:20][CH:21]=[CH:22][CH:23]=1)=[O:14])[CH3:2], predict the reactants needed to synthesize it. The reactants are: [CH2:1]([C:3]1[CH:8]=[C:7]([CH3:9])[CH:6]=[C:5]([CH2:10][CH3:11])[C:4]=1[C:12](=[O:24])[C:13]([NH:15][N:16]=[CH:17][C:18]1[CH:23]=[CH:22][CH:21]=[CH:20][CH:19]=1)=[O:14])[CH3:2].S(OC)(O[CH3:29])(=O)=O.C(=O)([O-])[O-].[K+].[K+].